The task is: Predict which catalyst facilitates the given reaction.. This data is from Catalyst prediction with 721,799 reactions and 888 catalyst types from USPTO. Reactant: [NH2:1][CH2:2][CH2:3][CH2:4][C@@H:5]([CH2:9][C:10]1[N:11]=[CH:12][N:13]2[C:22]3[C:17](=[CH:18][CH:19]=[CH:20][CH:21]=3)[CH2:16][CH2:15][C:14]=12)[C:6]([OH:8])=[O:7].[C:23]([O:31][CH:32]([O:34][C:35](OC1C=CC([N+]([O-])=O)=CC=1)=[O:36])[CH3:33])(=[O:30])[C:24]1[CH:29]=[CH:28][CH:27]=[CH:26][CH:25]=1. Product: [CH:12]1[N:13]2[C:22]3[C:17]([CH2:16][CH2:15][C:14]2=[C:10]([CH2:9][C@H:5]([CH2:4][CH2:3][CH2:2][NH:1][C:35]([O:34][CH:32]([O:31][C:23]([C:24]2[CH:29]=[CH:28][CH:27]=[CH:26][CH:25]=2)=[O:30])[CH3:33])=[O:36])[C:6]([OH:8])=[O:7])[N:11]=1)=[CH:18][CH:19]=[CH:20][CH:21]=3. The catalyst class is: 391.